From a dataset of Full USPTO retrosynthesis dataset with 1.9M reactions from patents (1976-2016). Predict the reactants needed to synthesize the given product. (1) Given the product [ClH:39].[CH2:1]([C:5]1[N:10]=[C:9]([CH3:11])[N:8]([CH2:12][C:13]2[CH:18]=[N:17][CH:16]=[CH:15][N:14]=2)[C:7](=[O:19])[C:6]=1[CH2:20][C:21]1[CH:26]=[CH:25][C:24]([C:27]2[CH:32]=[CH:31][CH:30]=[CH:29][C:28]=2[C:33]2[NH:37][C:36](=[O:38])[O:35][N:34]=2)=[CH:23][CH:22]=1)[CH2:2][CH2:3][CH3:4], predict the reactants needed to synthesize it. The reactants are: [CH2:1]([C:5]1[N:10]=[C:9]([CH3:11])[N:8]([CH2:12][C:13]2[CH:18]=[N:17][CH:16]=[CH:15][N:14]=2)[C:7](=[O:19])[C:6]=1[CH2:20][C:21]1[CH:26]=[CH:25][C:24]([C:27]2[CH:32]=[CH:31][CH:30]=[CH:29][C:28]=2[C:33]2[NH:37][C:36](=[O:38])[O:35][N:34]=2)=[CH:23][CH:22]=1)[CH2:2][CH2:3][CH3:4].[ClH:39].C(OCC)(=O)C. (2) The reactants are: [OH:1][C:2]1[CH:7]=[CH:6][C:5]([C:8]2[CH:9]=[C:10]3[C:15](=[CH:16][CH:17]=2)[N:14]=[C:13]([C:18]([O:20][CH3:21])=[O:19])[CH:12]=[CH:11]3)=[CH:4][CH:3]=1.C1(P(C2C=CC=CC=2)C2C=CC=CC=2)C=CC=CC=1.[CH:41]1([C:44]2[O:48][N:47]=[C:46]([C:49]3[C:54]([Cl:55])=[CH:53][N:52]=[CH:51][C:50]=3[Cl:56])[C:45]=2[CH2:57]O)[CH2:43][CH2:42]1.N(C(OC(C)C)=O)=NC(OC(C)C)=O. Given the product [CH:41]1([C:44]2[O:48][N:47]=[C:46]([C:49]3[C:50]([Cl:56])=[CH:51][N:52]=[CH:53][C:54]=3[Cl:55])[C:45]=2[CH2:57][O:1][C:2]2[CH:7]=[CH:6][C:5]([C:8]3[CH:9]=[C:10]4[C:15](=[CH:16][CH:17]=3)[N:14]=[C:13]([C:18]([O:20][CH3:21])=[O:19])[CH:12]=[CH:11]4)=[CH:4][CH:3]=2)[CH2:43][CH2:42]1, predict the reactants needed to synthesize it. (3) Given the product [CH3:21][C:20]1[O:19][C:18]([C:22]2[CH:27]=[CH:26][CH:25]=[CH:24][CH:23]=2)=[N:17][C:16]=1[CH2:15][CH2:2][C:3]([OH:5])=[O:4], predict the reactants needed to synthesize it. The reactants are: C(OCC)(=O)[CH2:2][C:3]([O:5]CC)=[O:4].[H-].[Na+].Cl[CH2:15][C:16]1[N:17]=[C:18]([C:22]2[CH:27]=[CH:26][CH:25]=[CH:24][CH:23]=2)[O:19][C:20]=1[CH3:21].Cl. (4) Given the product [OH:52][C:45]1([C:42]2[N:43]=[CH:44][C:39]([CH:37]([NH:36][C:5]3[N:10]=[C:9]([C:11]4[C:19]5[C:14](=[N:15][CH:16]=[C:17]([C:20]([F:21])([F:22])[F:23])[CH:18]=5)[NH:13][CH:12]=4)[C:8]([C:34]#[N:35])=[CH:7][N:6]=3)[CH3:38])=[CH:40][CH:41]=2)[CH2:50][CH2:49][N:48]([CH3:51])[CH2:47][CH2:46]1, predict the reactants needed to synthesize it. The reactants are: CS([C:5]1[N:10]=[C:9]([C:11]2[C:19]3[C:14](=[N:15][CH:16]=[C:17]([C:20]([F:23])([F:22])[F:21])[CH:18]=3)[N:13](S(C3C=CC(C)=CC=3)(=O)=O)[CH:12]=2)[C:8]([C:34]#[N:35])=[CH:7][N:6]=1)(=O)=O.[NH2:36][CH:37]([C:39]1[CH:40]=[CH:41][C:42]([C:45]2([OH:52])[CH2:50][CH2:49][N:48]([CH3:51])[CH2:47][CH2:46]2)=[N:43][CH:44]=1)[CH3:38].[OH-].[Li+]. (5) The reactants are: [CH3:1][O:2][C:3]1[CH:4]=[C:5]([C:11]2[C:22](=[O:23])[N:21]([CH3:24])[C:14]3[N:15]=[C:16](SC)[N:17]=[CH:18][C:13]=3[CH:12]=2)[CH:6]=[C:7]([O:9][CH3:10])[CH:8]=1.O[O:26][S:27]([O-:29])=O.[K+].S([O-])(O[O-])(=O)=O.[K+].[K+].CO.Cl[CH2:42]Cl. Given the product [CH3:10][O:9][C:7]1[CH:6]=[C:5]([C:11]2[C:22](=[O:23])[N:21]([CH3:24])[C:14]3[N:15]=[C:16]([S:27]([CH3:42])(=[O:29])=[O:26])[N:17]=[CH:18][C:13]=3[CH:12]=2)[CH:4]=[C:3]([O:2][CH3:1])[CH:8]=1, predict the reactants needed to synthesize it. (6) Given the product [CH2:17]([O:16][CH:14]1[CH2:15][C:11]2=[C:10]([C:20]3[NH:24][N:23]=[N:22][N:21]=3)[NH:9][N:8]=[C:12]2[CH2:13]1)[CH2:18][CH3:19], predict the reactants needed to synthesize it. The reactants are: C([N:8]1[C:12]2[CH2:13][CH:14]([O:16][CH2:17][CH2:18][CH3:19])[CH2:15][C:11]=2[C:10]([C:20]2[N:21]=[N:22][NH:23][N:24]=2)=[N:9]1)C1C=CC=CC=1.CC(C)([O-])C.[K+]. (7) Given the product [CH:8]([N:11]1[C:15]([C:16]2[N:25]=[C:24]3[C:23]4[CH:26]=[CH:27][C:28]([CH:30]5[CH2:35][CH2:34][N:33]([CH2:52][C:53]([CH3:55])([OH:51])[CH3:54])[CH2:32][CH2:31]5)=[CH:29][C:22]=4[O:21][CH2:20][CH2:19][N:18]3[CH:17]=2)=[N:14][CH:13]=[N:12]1)([CH3:10])[CH3:9], predict the reactants needed to synthesize it. The reactants are: FC(F)(F)C(O)=O.[CH:8]([N:11]1[C:15]([C:16]2[N:25]=[C:24]3[N:18]([CH2:19][CH2:20][O:21][C:22]4[CH:29]=[C:28]([CH:30]5[CH2:35][CH2:34][NH:33][CH2:32][CH2:31]5)[CH:27]=[CH:26][C:23]=43)[CH:17]=2)=[N:14][CH:13]=[N:12]1)([CH3:10])[CH3:9].Cl([O-])(=O)(=O)=O.[Li+].CCN(C(C)C)C(C)C.[O:51]1[C:53]([CH3:55])([CH3:54])[CH2:52]1.